Predict the reactants needed to synthesize the given product. From a dataset of Full USPTO retrosynthesis dataset with 1.9M reactions from patents (1976-2016). (1) Given the product [F:19][C:20]1[CH:27]=[C:26]([F:28])[CH:25]=[CH:24][C:21]=1[CH2:22][N:1]1[C:10]2[C:5](=[CH:6][CH:7]=[CH:8][CH:9]=2)[CH2:4][CH:3]([NH:11][C:12](=[O:18])[O:13][C:14]([CH3:15])([CH3:17])[CH3:16])[CH2:2]1, predict the reactants needed to synthesize it. The reactants are: [NH:1]1[C:10]2[C:5](=[CH:6][CH:7]=[CH:8][CH:9]=2)[CH2:4][CH:3]([NH:11][C:12](=[O:18])[O:13][C:14]([CH3:17])([CH3:16])[CH3:15])[CH2:2]1.[F:19][C:20]1[CH:27]=[C:26]([F:28])[CH:25]=[CH:24][C:21]=1[CH:22]=O.C(O[BH-](OC(=O)C)OC(=O)C)(=O)C.C[N+](C)(C)C. (2) Given the product [Cl:8][C:9]1[CH:14]=[C:13]([Cl:15])[CH:12]=[CH:11][C:10]=1[C:16]1[CH:24]=[CH:23][C:22]2[NH:21][CH:20]3[CH2:25][CH2:26][NH:27][CH2:28][CH:19]3[C:18]=2[CH:17]=1, predict the reactants needed to synthesize it. The reactants are: FC(F)(F)C(O)=O.[Cl:8][C:9]1[CH:14]=[C:13]([Cl:15])[CH:12]=[CH:11][C:10]=1[C:16]1[CH:24]=[CH:23][C:22]2[NH:21][CH:20]3[CH2:25][CH2:26][N:27](C(OC(C)(C)C)=O)[CH2:28][CH:19]3[C:18]=2[CH:17]=1. (3) Given the product [F:1][C:2]1[CH:20]=[C:19]([NH:21][C:44]([NH:46][C:47](=[O:55])[CH2:48][C:49]2[CH:50]=[CH:51][CH:52]=[CH:53][CH:54]=2)=[S:45])[CH:18]=[CH:17][C:3]=1[O:4][C:5]1[C:6]2[S:13][C:12]([S:14]([CH3:16])=[O:15])=[CH:11][C:7]=2[N:8]=[CH:9][N:10]=1, predict the reactants needed to synthesize it. The reactants are: [F:1][C:2]1[CH:20]=[C:19]([N+:21]([O-])=O)[CH:18]=[CH:17][C:3]=1[O:4][C:5]1[C:6]2[S:13][C:12]([S:14]([CH3:16])=[O:15])=[CH:11][C:7]=2[N:8]=[CH:9][N:10]=1.FC1C=C(N[C:44]([NH:46][C:47](=[O:55])[CH2:48][C:49]2[CH:54]=[CH:53][CH:52]=[CH:51][CH:50]=2)=[S:45])C=CC=1OC1C2SC(SC)=CC=2N=CN=1. (4) Given the product [CH3:13][C:12]([CH3:15])([S@:10]([NH:9][C@H:8]([C:16]1[CH:21]=[CH:20][CH:19]=[CH:18][CH:17]=1)[C:4]1[CH:3]=[C:2]([P:23]([CH3:22])(=[O:27])[O:24][CH2:25][CH3:26])[CH:7]=[CH:6][CH:5]=1)=[O:11])[CH3:14], predict the reactants needed to synthesize it. The reactants are: Br[C:2]1[CH:3]=[C:4]([C@@H:8]([C:16]2[CH:21]=[CH:20][CH:19]=[CH:18][CH:17]=2)[NH:9][S@@:10]([C:12]([CH3:15])([CH3:14])[CH3:13])=[O:11])[CH:5]=[CH:6][CH:7]=1.[CH3:22][PH:23]([O-])([O-:27])[O:24][CH2:25][CH3:26].CCN(CC)CC. (5) Given the product [C:16]([O:15][C:13]([N:9]1[C:10]2[C:6](=[CH:5][C:4]([N+:1]([O-:3])=[O:2])=[CH:12][CH:11]=2)[CH2:7][CH2:8]1)=[O:14])([CH3:19])([CH3:18])[CH3:17], predict the reactants needed to synthesize it. The reactants are: [N+:1]([C:4]1[CH:5]=[C:6]2[C:10](=[CH:11][CH:12]=1)[NH:9][CH2:8][CH2:7]2)([O-:3])=[O:2].[C:13](O[C:13]([O:15][C:16]([CH3:19])([CH3:18])[CH3:17])=[O:14])([O:15][C:16]([CH3:19])([CH3:18])[CH3:17])=[O:14].C(N(CC)CC)C. (6) Given the product [CH3:13][CH:12]([CH3:14])[N:15]=[C:16]=[N:17][CH:18]([CH3:20])[CH3:19].[CH:10]1[CH:9]=[CH:8][C:7]2[N:3]([OH:2])[N:4]=[N:5][C:6]=2[CH:11]=1, predict the reactants needed to synthesize it. The reactants are: O.[OH:2][N:3]1[C:7]2[CH:8]=[CH:9][CH:10]=[CH:11][C:6]=2[N:5]=[N:4]1.[CH:12]([N:15]=[C:16]=[N:17][CH:18]([CH3:20])[CH3:19])([CH3:14])[CH3:13]. (7) Given the product [NH2:8][CH2:9][C:10]1[C:11]([CH2:27][CH:28]([CH3:30])[CH3:29])=[N:12][C:13]([CH3:26])=[C:14]([C:18]=1[C:19]1[CH:24]=[CH:23][C:22]([CH3:25])=[CH:21][CH:20]=1)[C:15]([O:17][CH2:31][C:32]1[CH:37]=[CH:36][CH:35]=[CH:34][CH:33]=1)=[O:16], predict the reactants needed to synthesize it. The reactants are: C(OC([NH:8][CH2:9][C:10]1[C:11]([CH2:27][CH:28]([CH3:30])[CH3:29])=[N:12][C:13]([CH3:26])=[C:14]([C:18]=1[C:19]1[CH:24]=[CH:23][C:22]([CH3:25])=[CH:21][CH:20]=1)[C:15]([OH:17])=[O:16])=O)(C)(C)C.[CH2:31](Br)[C:32]1[CH:37]=[CH:36][CH:35]=[CH:34][CH:33]=1.C(=O)([O-])[O-].[K+].[K+]. (8) Given the product [C:1]([C:3]1[CH:4]=[C:5]([CH2:9][O:10][C:11]2[N:15]([C:16]3[CH:21]=[C:20]([C:22]([OH:24])=[O:23])[CH:19]=[CH:18][N:17]=3)[N:14]=[CH:13][CH:12]=2)[CH:6]=[CH:7][CH:8]=1)#[N:2], predict the reactants needed to synthesize it. The reactants are: [C:1]([C:3]1[CH:4]=[C:5]([CH2:9][O:10][C:11]2[N:15]([C:16]3[CH:21]=[C:20]([C:22]([O:24]C)=[O:23])[CH:19]=[CH:18][N:17]=3)[N:14]=[CH:13][CH:12]=2)[CH:6]=[CH:7][CH:8]=1)#[N:2].O[Li].O. (9) Given the product [C:1]([O:5][C:6]([CH2:8][C:9]1[C:10]([CH3:31])=[N:11][C:12]2[N:13]([CH:23]=[C:24]([C:26]([OH:28])=[O:27])[N:25]=2)[C:14]=1[C:15]1[CH:20]=[CH:19][C:18]([Cl:21])=[CH:17][C:16]=1[Cl:22])=[O:7])([CH3:4])([CH3:3])[CH3:2], predict the reactants needed to synthesize it. The reactants are: [C:1]([O:5][C:6]([CH2:8][C:9]1[C:10]([CH3:31])=[N:11][C:12]2[N:13]([CH:23]=[C:24]([C:26]([O:28]CC)=[O:27])[N:25]=2)[C:14]=1[C:15]1[CH:20]=[CH:19][C:18]([Cl:21])=[CH:17][C:16]=1[Cl:22])=[O:7])([CH3:4])([CH3:3])[CH3:2].O[Li].O. (10) Given the product [C:10]([Sn:14]([CH2:15][CH2:16][CH2:17][CH3:18])([CH2:19][CH2:20][CH2:21][CH3:22])[CH2:7][CH2:6][CH2:5][CH3:9])#[CH:11].[Cl-:4], predict the reactants needed to synthesize it. The reactants are: C([Mg][Cl:4])#C.[CH2:5]1[CH2:9]O[CH2:7][CH2:6]1.[CH2:10]([Sn:14](Cl)([CH2:19][CH2:20][CH2:21][CH3:22])[CH2:15][CH2:16][CH2:17][CH3:18])[CH2:11]CC.